From a dataset of Forward reaction prediction with 1.9M reactions from USPTO patents (1976-2016). Predict the product of the given reaction. (1) Given the reactants [CH2:1](Br)[C:2]1[CH:7]=[CH:6][CH:5]=[CH:4][CH:3]=1.[F:9][C:10]1[CH:11]=[C:12]([OH:19])[CH:13]=[CH:14][C:15]=1[N+:16]([O-:18])=[O:17].C(=O)([O-])[O-].[K+].[K+].[Cl-].[Na+], predict the reaction product. The product is: [CH2:1]([O:19][C:12]1[CH:13]=[CH:14][C:15]([N+:16]([O-:18])=[O:17])=[C:10]([F:9])[CH:11]=1)[C:2]1[CH:7]=[CH:6][CH:5]=[CH:4][CH:3]=1. (2) Given the reactants [CH2:1]([NH:8][C:9]([CH3:17])([CH3:16])[CH2:10][C:11](OCC)=[O:12])[C:2]1[CH:7]=[CH:6][CH:5]=[CH:4][CH:3]=1.[H-].[H-].[H-].[H-].[Li+].[Al+3].O, predict the reaction product. The product is: [CH2:1]([NH:8][C:9]([CH3:17])([CH3:16])[CH2:10][CH2:11][OH:12])[C:2]1[CH:7]=[CH:6][CH:5]=[CH:4][CH:3]=1. (3) Given the reactants [CH3:1][CH:2]([CH2:8][CH3:9])[C:3](=[O:7])[CH:4]=[CH:5][CH3:6].[C:10]([OH:13])(=[S:12])[CH3:11], predict the reaction product. The product is: [C:10](=[O:13])([S:12][CH:5]([CH2:4][C:3](=[O:7])[CH:2]([CH3:1])[CH2:8][CH3:9])[CH3:6])[CH3:11]. (4) Given the reactants Br[C:2]1[C:11]2[C:6](=[CH:7][CH:8]=[CH:9][CH:10]=2)[C:5]([C:12]2[CH:17]=[CH:16][C:15]([Cl:18])=[CH:14][CH:13]=2)=[C:4]([CH:19]([O:23][C:24]([CH3:27])([CH3:26])[CH3:25])[C:20]([OH:22])=[O:21])[C:3]=1[CH3:28].[CH:29]([B-](F)(F)F)=[CH2:30].[K+], predict the reaction product. The product is: [C:24]([O:23][CH:19]([C:4]1[C:3]([CH3:28])=[C:2]([CH:29]=[CH2:30])[C:11]2[C:6](=[CH:7][CH:8]=[CH:9][CH:10]=2)[C:5]=1[C:12]1[CH:17]=[CH:16][C:15]([Cl:18])=[CH:14][CH:13]=1)[C:20]([OH:22])=[O:21])([CH3:26])([CH3:27])[CH3:25]. (5) Given the reactants [Br:1][C:2]1[CH:7]=[CH:6][C:5]([S:8](Cl)(=[O:10])=[O:9])=[C:4]([O:12][C:13]([F:16])([F:15])[F:14])[CH:3]=1.[CH2:17]([NH2:19])[CH3:18], predict the reaction product. The product is: [Br:1][C:2]1[CH:7]=[CH:6][C:5]([S:8]([NH:19][CH2:17][CH3:18])(=[O:10])=[O:9])=[C:4]([O:12][C:13]([F:16])([F:15])[F:14])[CH:3]=1. (6) Given the reactants [F:1][C:2]1[CH:11]=[C:10]2[C:5]([C:6](=O)[NH:7][C:8]([N:12]3[CH:16]=[C:15]([C:17]([O:19]CC)=[O:18])[CH:14]=[N:13]3)=[N:9]2)=[CH:4][C:3]=1[CH:23]([CH3:25])[CH3:24].[CH:26]1([NH2:29])[CH2:28][CH2:27]1, predict the reaction product. The product is: [CH:26]1([NH:29][C:6]2[C:5]3[C:10](=[CH:11][C:2]([F:1])=[C:3]([CH:23]([CH3:25])[CH3:24])[CH:4]=3)[N:9]=[C:8]([N:12]3[CH:16]=[C:15]([C:17]([OH:19])=[O:18])[CH:14]=[N:13]3)[N:7]=2)[CH2:28][CH2:27]1. (7) Given the reactants Cl.[NH2:2][C:3]1[CH:26]=[CH:25][C:6]([C:7]([NH:9][C:10]2[CH:15]=[CH:14][C:13]([NH:16][C:17]3[CH:22]=[C:21]([CH3:23])[N:20]=[C:19]([NH2:24])[N:18]=3)=[CH:12][CH:11]=2)=[O:8])=[CH:5][CH:4]=1.CCO.Cl.[Cl:31][C:32]1[C:41]2[C:36](=[CH:37][C:38]([N:42]([CH3:44])[CH3:43])=[CH:39][CH:40]=2)[N:35]=[CH:34][CH:33]=1, predict the reaction product. The product is: [ClH:31].[NH2:24][C:19]1[N:18]=[C:17]([NH:16][C:13]2[CH:12]=[CH:11][C:10]([NH:9][C:7](=[O:8])[C:6]3[CH:25]=[CH:26][C:3]([NH:2][C:32]4[C:41]5[C:36](=[CH:37][C:38]([N:42]([CH3:44])[CH3:43])=[CH:39][CH:40]=5)[N:35]=[CH:34][CH:33]=4)=[CH:4][CH:5]=3)=[CH:15][CH:14]=2)[CH:22]=[C:21]([CH3:23])[N:20]=1. (8) The product is: [O:14]1[CH2:13][CH2:12][N:11]([C:10]2[C:5]3[N:6]([C:17]([C:18]4[CH:19]=[CH:20][C:21]([N:24]5[CH2:25][CH2:26][N:27]([C:30]([O:32][C:33]([CH3:34])([CH3:35])[CH3:36])=[O:31])[CH2:28][CH2:29]5)=[N:22][CH:23]=4)=[C:3]([CH2:2][S:61][C:52]4[CH:53]=[CH:54][C:55]5[C:60](=[CH:59][CH:58]=[CH:57][CH:56]=5)[N:51]=4)[N:4]=3)[N:7]=[CH:8][CH:9]=2)[CH2:16][CH2:15]1. Given the reactants O[CH2:2][C:3]1[N:4]=[C:5]2[C:10]([N:11]3[CH2:16][CH2:15][O:14][CH2:13][CH2:12]3)=[CH:9][CH:8]=[N:7][N:6]2[C:17]=1[C:18]1[CH:19]=[CH:20][C:21]([N:24]2[CH2:29][CH2:28][N:27]([C:30]([O:32][C:33]([CH3:36])([CH3:35])[CH3:34])=[O:31])[CH2:26][CH2:25]2)=[N:22][CH:23]=1.CCN(C(C)C)C(C)C.CS(Cl)(=O)=O.[N:51]1[C:60]2[C:55](=[CH:56][CH:57]=[CH:58][CH:59]=2)[CH:54]=[CH:53][C:52]=1[SH:61].C([O-])([O-])=O.[K+].[K+], predict the reaction product. (9) Given the reactants Br[C:2]1[CH:20]=[CH:19][C:5]2[N:6]=[C:7]([C@H:9]3[CH2:12][C@H:11]([N:13]4[CH2:17][CH2:16][CH2:15][C@H:14]4C)[CH2:10]3)[S:8][C:4]=2[CH:3]=1.[CH3:21][O:22][C:23]1[N:28]=[CH:27][C:26](B(O)O)=[CH:25][N:24]=1.N1C=C(B(O)O)C=NC=1, predict the reaction product. The product is: [CH3:21][O:22][C:23]1[N:28]=[CH:27][C:26]([C:2]2[CH:20]=[CH:19][C:5]3[N:6]=[C:7]([C@H:9]4[CH2:12][C@H:11]([N:13]5[CH2:14][CH2:15][CH2:16][CH2:17]5)[CH2:10]4)[S:8][C:4]=3[CH:3]=2)=[CH:25][N:24]=1. (10) Given the reactants [OH:1][CH2:2][CH2:3][N:4]1[CH2:9][CH2:8][CH:7]([NH:10][C:11](=[O:17])[O:12][C:13]([CH3:16])([CH3:15])[CH3:14])[CH2:6][CH2:5]1.C(N(CC)CC)C.[CH3:25][S:26](Cl)(=[O:28])=[O:27].P([O-])([O-])([O-])=O.[K+].[K+].[K+], predict the reaction product. The product is: [CH3:25][S:26]([O:1][CH2:2][CH2:3][N:4]1[CH2:9][CH2:8][CH:7]([NH:10][C:11]([O:12][C:13]([CH3:14])([CH3:16])[CH3:15])=[O:17])[CH2:6][CH2:5]1)(=[O:28])=[O:27].